From a dataset of Reaction yield outcomes from USPTO patents with 853,638 reactions. Predict the reaction yield, written as a fraction of the theoretical maximum amount of product (1.0 means a 100% yield; for example, 0.34 means a 34% yield). (1) The product is [F:25][C:14]1[C:15]([C:19]2[CH:20]=[N:21][N:22]([CH3:24])[CH:23]=2)=[CH:16][CH:17]=[CH:18][C:13]=1[N:6]1[CH:7]=[C:8]([O:11][CH3:12])[C:9](=[O:10])[C:4]([C:1]2[N:36]([C:30]3[CH:35]=[CH:34][CH:33]=[CH:32][CH:31]=3)[N:37]=[CH:26][CH:2]=2)=[N:5]1. The yield is 0.620. The catalyst is COC(OC)N(C)C.Cl. The reactants are [C:1]([C:4]1[C:9](=[O:10])[C:8]([O:11][CH3:12])=[CH:7][N:6]([C:13]2[CH:18]=[CH:17][CH:16]=[C:15]([C:19]3[CH:20]=[N:21][N:22]([CH3:24])[CH:23]=3)[C:14]=2[F:25])[N:5]=1)(=O)[CH3:2].[CH3:26]C(O)=O.[C:30]1([NH:36][NH2:37])[CH:35]=[CH:34][CH:33]=[CH:32][CH:31]=1. (2) The reactants are C(OC(=O)[NH:7][CH:8]1[CH:13]2[CH:9]1[CH2:10][N:11]([C:14](=[O:22])[C:15]1[CH:20]=[CH:19][C:18](I)=[CH:17][CH:16]=1)[CH2:12]2)(C)(C)C.[Cl:24][C:25]1[C:30]([F:31])=[CH:29][CH:28]=[C:27]([Cl:32])[C:26]=1[CH:33]([O:35][C:36]1[C:37]([NH2:51])=[N:38][CH:39]=[C:40](B2OC(C)(C)C(C)(C)O2)[CH:41]=1)[CH3:34].C(Cl)Cl.C([O-])([O-])=O.[Cs+].[Cs+].Cl.O1CCOCC1. The catalyst is COCCOC.C(OCC)(=O)C.C1C=CC(P(C2C=CC=CC=2)[C-]2C=CC=C2)=CC=1.C1C=CC(P(C2C=CC=CC=2)[C-]2C=CC=C2)=CC=1.Cl[Pd]Cl.[Fe+2]. The product is [NH2:7][CH:8]1[CH:9]2[CH:13]1[CH2:12][N:11]([C:14]([C:15]1[CH:16]=[CH:17][C:18]([C:40]3[CH:39]=[N:38][C:37]([NH2:51])=[C:36]([O:35][CH:33]([C:26]4[C:27]([Cl:32])=[CH:28][CH:29]=[C:30]([F:31])[C:25]=4[Cl:24])[CH3:34])[CH:41]=3)=[CH:19][CH:20]=1)=[O:22])[CH2:10]2. The yield is 0.260. (3) The reactants are B(Br)(Br)Br.C[O:6][C:7]1[CH:12]=[CH:11][C:10]([C:13]2[CH:18]=[CH:17][CH:16]=[C:15]([C:19]([O:21][CH3:22])=[O:20])[CH:14]=2)=[CH:9][C:8]=1[CH3:23].CO. The catalyst is C(Cl)Cl. The product is [OH:6][C:7]1[CH:12]=[CH:11][C:10]([C:13]2[CH:18]=[CH:17][CH:16]=[C:15]([C:19]([O:21][CH3:22])=[O:20])[CH:14]=2)=[CH:9][C:8]=1[CH3:23]. The yield is 0.850. (4) The reactants are [Br:1][C:2]1[CH:7]=[CH:6][C:5](/[CH:8]=[CH:9]/[C:10]2[N:11]([CH2:23][C:24]3[CH:29]=[CH:28][C:27]([NH2:30])=[CH:26][CH:25]=3)[CH:12]=[C:13]([C:15]3[CH:20]=[CH:19][C:18]([Cl:21])=[CH:17][C:16]=3[Cl:22])[N:14]=2)=[CH:4][CH:3]=1.Br[CH:32]([CH3:37])[C:33]([O:35][CH3:36])=[O:34]. No catalyst specified. The product is [CH3:36][O:35][C:33](=[O:34])[CH:32]([NH:30][C:27]1[CH:26]=[CH:25][C:24]([CH2:23][N:11]2[CH:12]=[C:13]([C:15]3[CH:20]=[CH:19][C:18]([Cl:21])=[CH:17][C:16]=3[Cl:22])[N:14]=[C:10]2[CH:9]=[CH:8][C:5]2[CH:4]=[CH:3][C:2]([Br:1])=[CH:7][CH:6]=2)=[CH:29][CH:28]=1)[CH3:37]. The yield is 0.730. (5) The reactants are [CH2:1]([O:5][C:6]1[CH:14]=[CH:13][C:12]([S:15]([CH3:18])(=[O:17])=[O:16])=[CH:11][C:7]=1[C:8]([OH:10])=O)[CH:2]([CH3:4])[CH3:3].[N:19]1([C:25]2[S:26][C:27]([C:30]#[N:31])=[CH:28][N:29]=2)[CH2:24][CH2:23][NH:22][CH2:21][CH2:20]1. No catalyst specified. The product is [CH2:1]([O:5][C:6]1[CH:14]=[CH:13][C:12]([S:15]([CH3:18])(=[O:17])=[O:16])=[CH:11][C:7]=1[C:8]([N:22]1[CH2:23][CH2:24][N:19]([C:25]2[S:26][C:27]([C:30]#[N:31])=[CH:28][N:29]=2)[CH2:20][CH2:21]1)=[O:10])[CH:2]([CH3:3])[CH3:4]. The yield is 0.610. (6) The reactants are N#N.[CH3:3][O:4][C:5]1[CH:14]=[CH:13][C:12]2[C:7](=[CH:8][CH:9]=[C:10]([O:15][CH3:16])[CH:11]=2)[CH:6]=1.[N:17]1([CH2:23][CH2:24][O:25][C:26]2[CH:34]=[CH:33][C:29]([C:30](Cl)=[O:31])=[CH:28][CH:27]=2)[CH2:22][CH2:21][CH2:20][CH2:19][CH2:18]1.[Cl-].[Al+3].[Cl-].[Cl-]. The catalyst is C(Cl)Cl.O. The product is [CH3:16][O:15][C:10]1[CH:9]=[CH:8][C:7]2[C:12](=[CH:13][CH:14]=[C:5]([O:4][CH3:3])[CH:6]=2)[C:11]=1[C:30]([C:29]1[CH:28]=[CH:27][C:26]([O:25][CH2:24][CH2:23][N:17]2[CH2:22][CH2:21][CH2:20][CH2:19][CH2:18]2)=[CH:34][CH:33]=1)=[O:31]. The yield is 0.680. (7) The reactants are [C:1]([O:5][C:6]([N:8]1[C:16]2[C:11](=[CH:12][C:13]([CH2:17]Cl)=[CH:14][CH:15]=2)[CH:10]=[CH:9]1)=[O:7])([CH3:4])([CH3:3])[CH3:2].[CH:19]1([SH:25])[CH2:24][CH2:23][CH2:22][CH2:21][CH2:20]1.C([O-])([O-])=O.[K+].[K+]. The yield is 0.740. The product is [C:1]([O:5][C:6]([N:8]1[C:16]2[C:11](=[CH:12][C:13]([CH2:17][S:25][CH:19]3[CH2:24][CH2:23][CH2:22][CH2:21][CH2:20]3)=[CH:14][CH:15]=2)[CH:10]=[CH:9]1)=[O:7])([CH3:4])([CH3:3])[CH3:2]. The catalyst is CN(C=O)C.[NH4+].[Cl-].